Dataset: Full USPTO retrosynthesis dataset with 1.9M reactions from patents (1976-2016). Task: Predict the reactants needed to synthesize the given product. (1) Given the product [F:24][C:2]([F:23])([F:1])[O:3][C:4]1[CH:5]=[C:6]([C:10]2[C:14]3[CH:15]=[C:16]([C:19]4[O:20][C:32]([SH:33])=[N:22][N:21]=4)[CH:17]=[CH:18][C:13]=3[O:12][CH:11]=2)[CH:7]=[CH:8][CH:9]=1, predict the reactants needed to synthesize it. The reactants are: [F:1][C:2]([F:24])([F:23])[O:3][C:4]1[CH:5]=[C:6]([C:10]2[C:14]3[CH:15]=[C:16]([C:19]([NH:21][NH2:22])=[O:20])[CH:17]=[CH:18][C:13]=3[O:12][CH:11]=2)[CH:7]=[CH:8][CH:9]=1.C(N(CC)CC)C.[C:32](=S)=[S:33].[Cl-].[NH4+]. (2) Given the product [C:11]([O:15][C:16](=[O:25])[NH:17][C:18]1[CH:19]=[CH:20][C:21]([NH:24][C:9]([NH:8][CH2:1][C:2]2[CH:7]=[CH:6][CH:5]=[CH:4][CH:3]=2)=[O:10])=[CH:22][CH:23]=1)([CH3:14])([CH3:12])[CH3:13], predict the reactants needed to synthesize it. The reactants are: [CH2:1]([N:8]=[C:9]=[O:10])[C:2]1[CH:7]=[CH:6][CH:5]=[CH:4][CH:3]=1.[C:11]([O:15][C:16](=[O:25])[NH:17][C:18]1[CH:23]=[CH:22][C:21]([NH2:24])=[CH:20][CH:19]=1)([CH3:14])([CH3:13])[CH3:12]. (3) Given the product [O:1]1[CH:5]=[CH:4][C:3]([C:6]2[N:11]3[N:12]=[C:13]([NH:15][C:26]([C:22]4[CH:21]=[C:20]5[C:25](=[CH:24][CH:23]=4)[N:16]=[CH:17][CH:18]=[N:19]5)=[O:27])[N:14]=[C:10]3[CH:9]=[CH:8][CH:7]=2)=[CH:2]1, predict the reactants needed to synthesize it. The reactants are: [O:1]1[CH:5]=[CH:4][C:3]([C:6]2[N:11]3[N:12]=[C:13]([NH2:15])[N:14]=[C:10]3[CH:9]=[CH:8][CH:7]=2)=[CH:2]1.[N:16]1[C:25]2[C:20](=[CH:21][C:22]([C:26](Cl)=[O:27])=[CH:23][CH:24]=2)[N:19]=[CH:18][CH:17]=1. (4) The reactants are: [F:1][C:2]1[CH:10]=[CH:9][C:5]([C:6](Cl)=[O:7])=[CH:4][CH:3]=1.[C:11]([O:15][C:16](=[O:38])[CH2:17][N:18]1[C:22]2[CH:23]=[CH:24][C:25]([NH:27][CH2:28][C:29]3[CH:34]=[CH:33][CH:32]=[CH:31][CH:30]=3)=[CH:26][C:21]=2[N:20]=[C:19]1[CH2:35][CH2:36][CH3:37])([CH3:14])([CH3:13])[CH3:12].CCN(C(C)C)C(C)C. Given the product [C:11]([O:15][C:16](=[O:38])[CH2:17][N:18]1[C:22]2[CH:23]=[CH:24][C:25]([N:27]([CH2:28][C:29]3[CH:30]=[CH:31][CH:32]=[CH:33][CH:34]=3)[C:6](=[O:7])[C:5]3[CH:9]=[CH:10][C:2]([F:1])=[CH:3][CH:4]=3)=[CH:26][C:21]=2[N:20]=[C:19]1[CH2:35][CH2:36][CH3:37])([CH3:14])([CH3:13])[CH3:12], predict the reactants needed to synthesize it. (5) The reactants are: [CH:1]([C:3]1[CH:4]=[C:5]([CH:10]=[CH:11][CH:12]=1)[C:6]([O:8][CH3:9])=[O:7])=O.[NH2:13][C:14]1[N:19]=[C:18]([N:20]2[CH2:25][CH2:24][CH2:23][C@@H:22]([C:26]([N:28]3[CH2:32][CH2:31][CH2:30][CH2:29]3)=[O:27])[CH2:21]2)[CH:17]=[CH:16][C:15]=1[N+:33]([O-])=O.S(S([O-])(=O)=O)([O-])(=O)=O.[Na+].[Na+].O. Given the product [N:28]1([C:26]([C@@H:22]2[CH2:23][CH2:24][CH2:25][N:20]([C:18]3[N:19]=[C:14]4[NH:13][C:1]([C:3]5[CH:4]=[C:5]([CH:10]=[CH:11][CH:12]=5)[C:6]([O:8][CH3:9])=[O:7])=[N:33][C:15]4=[CH:16][CH:17]=3)[CH2:21]2)=[O:27])[CH2:32][CH2:31][CH2:30][CH2:29]1, predict the reactants needed to synthesize it. (6) The reactants are: [Cl:1][C:2]1[CH:3]=[C:4]([F:31])[C:5]([N:8]2[CH2:13][CH2:12][CH:11]([N:14]3[CH2:18][CH2:17][C@H:16]([O:19][C:20]4[CH:28]=[CH:27][C:23]([C:24](O)=[O:25])=[CH:22][C:21]=4[F:29])[C:15]3=[O:30])[CH2:10][CH2:9]2)=[N:6][CH:7]=1.CN(C(ON1N=NC2C=CC=NC1=2)=[N+](C)C)C.F[P-](F)(F)(F)(F)F.C(N(C(C)C)C(C)C)C.[NH:65]1[CH2:69][CH2:68][C@H:67]([OH:70])[CH2:66]1. Given the product [Cl:1][C:2]1[CH:3]=[C:4]([F:31])[C:5]([N:8]2[CH2:9][CH2:10][CH:11]([N:14]3[CH2:18][CH2:17][C@H:16]([O:19][C:20]4[CH:28]=[CH:27][C:23]([C:24]([N:65]5[CH2:69][CH2:68][C@H:67]([OH:70])[CH2:66]5)=[O:25])=[CH:22][C:21]=4[F:29])[C:15]3=[O:30])[CH2:12][CH2:13]2)=[N:6][CH:7]=1, predict the reactants needed to synthesize it.